This data is from Experimentally validated miRNA-target interactions with 360,000+ pairs, plus equal number of negative samples. The task is: Binary Classification. Given a miRNA mature sequence and a target amino acid sequence, predict their likelihood of interaction. (1) The miRNA is mmu-miR-7028-3p with sequence CCUUCUCUUCCCCCUCGGCCAG. The protein sequence of the target gene is MMHHCSITKPTFSISISTQKLHHHSSKFLNLGFRIRCESGDVSSPLRTKAVSLSSEMEDSSSLKKSLMELEGKKSEPYPGGMPKMGPFTGRDPNVKKPAWLRQKAPQGERFQEVKESLSRLNLNTVCEEAQCPNIGECWNGGGDGVATATIMVLGDTCTRGCRFCAVKTSRNPPPPDPMEPENTAKAIASWGVDYIVITSVDRDDIPDGGSGHFAQTVKAMKRHKPDIMIECLTSDFRGDLEAVDTLVHSGLDVFAHNVETVKRLQRLVRDPRAGYEQSMSVLKHAKISKPGMITKTSIM.... Result: 0 (no interaction). (2) The miRNA is hsa-miR-6134 with sequence UGAGGUGGUAGGAUGUAGA. The protein sequence of the target gene is MDTSSVGTLELTDQTPVLLGSTAMATSLTNVGNSFSGPPNPLVSRSSKFQNSSVEDDDDVVFIEPVQPPPSSAPLVADQRPITFTSSKNEELQGNDPKILPSSKELAPQKGSVSETIVIDDEEDMETNQGQEKSSSNFIERRPSETKNRTNDVDFSSSTFSRSKVNAGVSNSGITTEPDSEIQIANVTTLETGVSSVSDGQLESTDGRDMNLMITHVTSLHNTSLGDGSNGLQSSNFGVNIQTYTPSLTSQTKAGVGPFNPGRMNVAGDVFQNGESAPHHNPDSWISQSASFPRNQKQQG.... Result: 0 (no interaction). (3) The miRNA is hsa-miR-21-3p with sequence CAACACCAGUCGAUGGGCUGU. The protein sequence of the target gene is MLGTVKMEGHESNDWNSYYADTQEAYSSVPVSNMNSGLGSMNSMNTYMTMNTMTTSGNMTPASFNMSYANTGLGAGLSPGAVAGMPGASAGAMNSMTAAGVTAMGTALSPGGMGSMGAQPATSMNGLGPYAAAMNPCMSPMAYAPSNLGRSRAGGGGDAKTFKRSYPHAKPPYSYISLITMAIQQAPSKMLTLSEIYQWIMDLFPYYRQNQQRWQNSIRHSLSFNDCFVKVARSPDKPGKGSYWTLHPDSGNMFENGCYLRRQKRFKCEKQPGAGGGSGGGGSKGGPESRKDPSGPGNPS.... Result: 0 (no interaction). (4) The miRNA is hsa-miR-4685-5p with sequence CCCAGGGCUUGGAGUGGGGCAAGGUU. The protein sequence of the target gene is MTAGTVVITGGILATVILLCIIAVLCYCRLQYYCCKKSGTEVADEEEEREHDLPTHPRGPTCNACSSQALDGRGSLAPLTSEPCSQPCGVAASHCTTCSPYSSPFYIRTADMVPNGGGGERLSFAPTYYKEGGPPSLKLAAPQSYPVTWPGSGREAFTNPRAISTDV. Result: 1 (interaction). (5) The miRNA is hsa-miR-6746-5p with sequence CCGGGAGAAGGAGGUGGCCUGG. The protein sequence of the target gene is MSVPDYMQCAEDHQTLLVVVQAVGIVSEENFFRIYKRICSVSQLSVRDTQRALFIRYRHHYPPENNEWGDFQTHRKVVGLITITDCFSPKDWPQTFEKFHVQKEIYGSTLYDSRLFVFGLQGDVAEQPRPDVAFYPNYDDCDSVEKRIEDFIESLFIVLESKRLDRATDKSGDKIPLLCVPFEKKDFVGLDTDSRHYKKRCQGRMRKHVGDLCLQAGMLQDALVHYHMSVELLRSVNDFLWLGAALEGLCSASVIYHYPGGTGGKTGARRLQGSSLPSEAANRHRPGAQEVLIDPGALTT.... Result: 0 (no interaction). (6) The miRNA is hsa-miR-1-3p with sequence UGGAAUGUAAAGAAGUAUGUAU. The protein sequence of the target gene is MAGSREVVAMDCEMVGLGPHRESGLARCSLVNVHGAVLYDKFIRPEGEITDYRTRVSGVTPQHMVGATPFAVARLEILQLLKGKLVVGHDLKHDFQALKEDMSGYTIYDTSTDRLLWREAKLDHCRRVSLRVLSERLLHKSIQNSLLGHSSVEDARATMELYQISQRIRARRGLPRLAVSD. Result: 1 (interaction). (7) The miRNA is hsa-miR-193b-5p with sequence CGGGGUUUUGAGGGCGAGAUGA. The protein sequence of the target gene is MDSVAFEDVAVNFTQEEWALLDPSQKNLYREVMQETLRNLTSIGKKWNNQYIEDEHQNPRRNLRRLIGERLSESKESHQHGEVLTQVPDDTLKKKTPGVQSYESSVCGEIGIGLSSLNRHLRAFSYSSSLAIHGRTHTGEKPYECKECGKAFRFPSSVRRHERIHSAKKPYECKQCGKAFSFPSSVRRHERIHSAKKPYECKQCGKALSYLVSFQTHMRMHTGERPHKCNICGKAFFSPSSLKRHEKSHTGEKRYKCKQCDKAFNCPSSFQYHERTHSGEKPYECTQCRKAFRSVKYLRV.... Result: 1 (interaction). (8) The miRNA is hsa-miR-182-5p with sequence UUUGGCAAUGGUAGAACUCACACU. The protein sequence of the target gene is MGLRAGGTLGRAGAGRGAPEGPGPSGGAQGGSIHSGRIAAVHNVPLSVLIRPLPSVLDPAKVQSLVDTIREDPDSVPPIDVLWIKGAQGGDYFYSFGGCHRYAAYQQLQRETIPAKLVQSTLSDLRVYLGASTPDLQ. Result: 0 (no interaction). (9) The miRNA is mmu-miR-425-5p with sequence AAUGACACGAUCACUCCCGUUGA. The protein sequence of the target gene is MERRVVKPPGQDMVVERLKSRYGLAGRCPVEENDMTGVWAALMNQQHELSDFDQTKYKRRIVTSPDGLDTYSSGDKVGSSPRYYSDGRNHPTPPFCSSFKHLNVNCLDDELDSFHDLKKWETEKELMEDDHRDGASKITKQSFKEMETDALMTSMASGLETECCSGSIDSPLKQAVYPRPKVSKKQGLLPHEINQIYDELYHIHMKLQYETTAQKKFAEELQKREQFLAEREQLLFSHETALSKIKGVKEEVLTRFQILKEQHGTEIEHLTEALKEKNKENKRMRSSFDTLRELNDNLRK.... Result: 0 (no interaction). (10) The miRNA is hsa-miR-4520-3p with sequence UUGGACAGAAAACACGCAGGAA. The protein sequence of the target gene is MMSIRQRREIRATEVSEDFPAQEENVKLENKLPSGCTSRRLWKILSLTIGGTIALCIGLLTSVYLATLHENDLWFSNIKEVEREISFRTECGLYYSYYKQMLQAPTLVQGFHGLIYDNKTESMKTINLLQRMNIYQEVFLSILYRVLPIQKYLEPVYFYIYTLFGLQAIYVTALYITSWLLSGTWLSGLLAAFWYVTNRIDTTRVEFTIPLRENWALPFFAIQIAAITYFLRPNLQPLSERLTLLAIFISTFLFSLTWQFNQFMMLMQALVLFTLDSLDMLPAVKATWLYGIQITSLLLV.... Result: 1 (interaction).